Dataset: Full USPTO retrosynthesis dataset with 1.9M reactions from patents (1976-2016). Task: Predict the reactants needed to synthesize the given product. (1) Given the product [Cl:36][CH2:35][C:34](=[O:37])[CH2:33][C:32]1[C:31]2[C:26](=[CH:27][C:28]([OH:38])=[CH:29][CH:30]=2)[O:25][C:24](=[O:47])[C:23]=1[C:9]1[CH:10]=[CH:11][C:12]([OH:14])=[CH:13][C:8]=1[OH:7], predict the reactants needed to synthesize it. The reactants are: C[Si](C)(C)CCOC[O:7][C:8]1[CH:13]=[C:12]([O:14]COCC[Si](C)(C)C)[CH:11]=[CH:10][C:9]=1[C:23]1[C:24](=[O:47])[O:25][C:26]2[C:31]([C:32]=1[CH2:33][C:34](=[O:37])[CH2:35][Cl:36])=[CH:30][CH:29]=[C:28]([O:38]COCC[Si](C)(C)C)[CH:27]=2. (2) Given the product [O:5]1[CH:9]=[CH:8][CH:7]=[C:6]1[C:10]1[N:12]=[C:15]([OH:16])[CH:14]=[C:13]([OH:20])[N:11]=1, predict the reactants needed to synthesize it. The reactants are: [O-]CC.[Na+].[O:5]1[CH:9]=[CH:8][CH:7]=[C:6]1[C:10]([NH2:12])=[NH:11].[C:13](OCC)(=[O:20])[CH2:14][C:15](OCC)=[O:16]. (3) Given the product [Br:14][CH2:1][C:2]1[N:11]=[C:10]([O:12][CH3:13])[C:9]2[C:4](=[CH:5][CH:6]=[CH:7][CH:8]=2)[N:3]=1, predict the reactants needed to synthesize it. The reactants are: [CH3:1][C:2]1[N:11]=[C:10]([O:12][CH3:13])[C:9]2[C:4](=[CH:5][CH:6]=[CH:7][CH:8]=2)[N:3]=1.[Br:14]N1C(=O)CCC1=O.BrCC1C=C2C(=CC=1)N=CC=N2.CC1C=C2C(=CC=1)N=CC=N2.